This data is from Catalyst prediction with 721,799 reactions and 888 catalyst types from USPTO. The task is: Predict which catalyst facilitates the given reaction. (1) Reactant: Br[C:2]1[CH:11]=[CH:10][CH:9]=[C:8]([Cl:12])[C:3]=1[C:4]([O:6][CH3:7])=[O:5].[CH:13]1(B(O)O)[CH2:15][CH2:14]1.P(C1CCCCC1)(C1CCCCC1)C1CCCCC1.[O-]P([O-])([O-])=O.[K+].[K+].[K+]. Product: [Cl:12][C:8]1[CH:9]=[CH:10][CH:11]=[C:2]([CH:13]2[CH2:15][CH2:14]2)[C:3]=1[C:4]([O:6][CH3:7])=[O:5]. The catalyst class is: 874. (2) Reactant: [Cl:1][C:2]1[CH:3]=[C:4]([C@@H:8]([OH:46])[CH2:9][N:10]([CH2:18][CH2:19][C:20]2[CH:25]=[CH:24][C:23]([C:26]3[CH:31]=[CH:30][C:29]([C:32]([NH:34][S:35]([CH2:38][CH2:39][CH2:40][OH:41])(=[O:37])=[O:36])=[O:33])=[C:28]([O:42][CH:43]([CH3:45])[CH3:44])[CH:27]=3)=[CH:22][CH:21]=2)C(=O)OC(C)(C)C)[CH:5]=[CH:6][CH:7]=1.Cl. Product: [ClH:1].[Cl:1][C:2]1[CH:3]=[C:4]([C@@H:8]([OH:46])[CH2:9][NH:10][CH2:18][CH2:19][C:20]2[CH:25]=[CH:24][C:23]([C:26]3[CH:31]=[CH:30][C:29]([C:32]([NH:34][S:35]([CH2:38][CH2:39][CH2:40][OH:41])(=[O:37])=[O:36])=[O:33])=[C:28]([O:42][CH:43]([CH3:44])[CH3:45])[CH:27]=3)=[CH:22][CH:21]=2)[CH:5]=[CH:6][CH:7]=1. The catalyst class is: 12. (3) Reactant: [S:1]1[CH:5]=[CH:4][CH:3]=[C:2]1[C:6]1[N:7]([CH2:11][C:12]2[CH:13]=[C:14]([C:18]3[CH:22]=[C:21]([CH2:23][CH:24]([CH3:26])[CH3:25])[S:20][C:19]=3[S:27]([NH:30]C(C)(C)C)(=[O:29])=[O:28])[CH:15]=[CH:16][CH:17]=2)[CH:8]=[CH:9][N:10]=1.B(Cl)(Cl)Cl.C([O-])([O-])=O.[Na+].[Na+].Cl[C:46]([O:48][CH2:49][CH2:50][CH2:51][CH3:52])=[O:47]. Product: [CH2:49]([O:48][C:46]([NH:30][S:27]([C:19]1[S:20][C:21]([CH2:23][CH:24]([CH3:26])[CH3:25])=[CH:22][C:18]=1[C:14]1[CH:15]=[CH:16][CH:17]=[C:12]([CH2:11][N:7]2[CH:8]=[CH:9][N:10]=[C:6]2[C:2]2[S:1][CH:5]=[CH:4][CH:3]=2)[CH:13]=1)(=[O:29])=[O:28])=[O:47])[CH2:50][CH2:51][CH3:52]. The catalyst class is: 34. (4) The catalyst class is: 229. Reactant: Cl[C:2](Cl)([O:4]C(=O)OC(Cl)(Cl)Cl)Cl.[F:13][C:14]([F:22])([F:21])[CH:15]([OH:20])[C:16]([F:19])([F:18])[F:17].C(N(CC)C(C)C)(C)C.[Cl:32][C:33]1[CH:34]=[C:35]([N:47]2[CH2:52][CH2:51][O:50][CH2:49][CH2:48]2)[CH:36]=[CH:37][C:38]=1[CH2:39][N:40]1[CH2:45][CH2:44][NH:43][C@@H:42]([CH3:46])[CH2:41]1. Product: [Cl:32][C:33]1[CH:34]=[C:35]([N:47]2[CH2:52][CH2:51][O:50][CH2:49][CH2:48]2)[CH:36]=[CH:37][C:38]=1[CH2:39][N:40]1[CH2:45][CH2:44][N:43]([C:2]([O:20][CH:15]([C:16]([F:19])([F:18])[F:17])[C:14]([F:22])([F:21])[F:13])=[O:4])[C@@H:42]([CH3:46])[CH2:41]1. (5) Reactant: C([O:8][C:9]1[CH:10]=[CH:11][C:12]([C@@H:20]([O:24][Si:25]([C:28]([CH3:31])([CH3:30])[CH3:29])([CH3:27])[CH3:26])[CH2:21][NH:22][CH3:23])=[C:13]2[C:18]=1[NH:17][C:16](=[O:19])[CH:15]=[CH:14]2)C1C=CC=CC=1. Product: [Si:25]([O:24][C@H:20]([C:12]1[CH:11]=[CH:10][C:9]([OH:8])=[C:18]2[C:13]=1[CH:14]=[CH:15][C:16](=[O:19])[NH:17]2)[CH2:21][NH:22][CH3:23])([C:28]([CH3:30])([CH3:31])[CH3:29])([CH3:27])[CH3:26]. The catalyst class is: 19. (6) Reactant: Cl[CH2:2][CH2:3][O:4][C:5]1[C:13]2[C:8](=[N:9][CH:10]=[N:11][C:12]=2[NH:14][C:15]2[CH:20]=[CH:19][C:18]([O:21][CH2:22][C:23]3[CH:28]=[CH:27][CH:26]=[CH:25][N:24]=3)=[C:17]([Cl:29])[CH:16]=2)[NH:7][N:6]=1.[NH:30]1[CH2:34][CH2:33][CH2:32][CH2:31]1.[I-].[K+]. Product: [Cl:29][C:17]1[CH:16]=[C:15]([NH:14][C:12]2[N:11]=[CH:10][N:9]=[C:8]3[NH:7][N:6]=[C:5]([O:4][CH2:3][CH2:2][N:30]4[CH2:34][CH2:33][CH2:32][CH2:31]4)[C:13]=23)[CH:20]=[CH:19][C:18]=1[O:21][CH2:22][C:23]1[CH:28]=[CH:27][CH:26]=[CH:25][N:24]=1. The catalyst class is: 44. (7) Reactant: [Cl:1][C:2]1[CH:7]=[CH:6][C:5]([C:8]([F:11])([F:10])[F:9])=[CH:4][C:3]=1[N:12]1[CH2:17][CH2:16][N:15](C(OC(C)(C)C)=O)[CH2:14][CH2:13]1.Cl.O1CCOCC1. Product: [ClH:1].[Cl:1][C:2]1[CH:7]=[CH:6][C:5]([C:8]([F:9])([F:10])[F:11])=[CH:4][C:3]=1[N:12]1[CH2:17][CH2:16][NH:15][CH2:14][CH2:13]1. The catalyst class is: 27.